The task is: Predict the reaction yield, written as a fraction of the theoretical maximum amount of product (1.0 means a 100% yield; for example, 0.34 means a 34% yield).. This data is from Reaction yield outcomes from USPTO patents with 853,638 reactions. (1) The reactants are [C:1]([C:5]1[CH:6]=[C:7]2[C:12](=[C:13]([CH2:15][OH:16])[CH:14]=1)[C:11](=[O:17])[N:10]([C:18]1[CH:23]=[CH:22][CH:21]=[C:20](Cl)[C:19]=1[CH2:25][OH:26])[N:9]=[CH:8]2)([CH3:4])([CH3:3])[CH3:2].[CH3:27][N:28]1[CH:32]=[C:31](B2OC(C)(C)C(C)(C)O2)[CH:30]=[C:29]1[C:42]([NH2:44])=[O:43].B1(B2OC(C)(C)C(C)(C)O2)OC(C)(C)C(C)(C)O1.B([O-])([O-])[O-].CC(C1C=C(C(C)C)C(C2C=CC=CC=2P(C2CCCCC2)C2CCCCC2)=C(C(C)C)C=1)C.P([O-])([O-])([O-])=O.[K+].[K+].[K+]. The catalyst is C1C=CC(/C=C/C(/C=C/C2C=CC=CC=2)=O)=CC=1.C1C=CC(/C=C/C(/C=C/C2C=CC=CC=2)=O)=CC=1.C1C=CC(/C=C/C(/C=C/C2C=CC=CC=2)=O)=CC=1.[Pd].[Pd].O.O1CCOCC1. The product is [C:1]([C:5]1[CH:6]=[C:7]2[C:12](=[C:13]([CH2:15][OH:16])[CH:14]=1)[C:11](=[O:17])[N:10]([C:18]1[C:19]([CH2:25][OH:26])=[C:20]([C:31]3[CH:30]=[C:29]([C:42]([NH2:44])=[O:43])[N:28]([CH3:27])[CH:32]=3)[CH:21]=[CH:22][CH:23]=1)[N:9]=[CH:8]2)([CH3:4])([CH3:3])[CH3:2]. The yield is 0.158. (2) The reactants are [C:1]([C:4]([C:6]1[C:14]2[C:9](=[N+:10]([O-:17])[CH:11]=[CH:12][C:13]=2[O:15][CH3:16])[NH:8][CH:7]=1)=[O:5])([OH:3])=O.C(N(CC)CC)C.[C:25]1([N:31]2[C:35]([N:36]3[CH2:41][CH2:40][NH:39][CH2:38][CH2:37]3)=[N:34][N:33]=[N:32]2)[CH:30]=[CH:29][CH:28]=[CH:27][CH:26]=1.CN(C(ON1N=NC2C=CC=CC1=2)=[N+](C)C)C.[B-](F)(F)(F)F. The catalyst is CN(C=O)C.O. The product is [CH3:16][O:15][C:13]1[CH:12]=[CH:11][N+:10]([O-:17])=[C:9]2[NH:8][CH:7]=[C:6]([C:4](=[O:5])[C:1](=[O:3])[N:39]3[CH2:40][CH2:41][N:36]([C:35]4[N:31]([C:25]5[CH:30]=[CH:29][CH:28]=[CH:27][CH:26]=5)[N:32]=[N:33][N:34]=4)[CH2:37][CH2:38]3)[C:14]=12. The yield is 0.0400. (3) The reactants are [CH3:1][O:2][C:3](=[O:24])[CH2:4][C:5]1[C:14]([CH3:15])=[C:13]([C:16]2[CH:21]=[CH:20][C:19]([NH2:22])=[CH:18][CH:17]=2)[C:12]2[C:7](=[CH:8][CH:9]=[C:10]([Cl:23])[CH:11]=2)[CH:6]=1.[C:25](OC(=O)C)(=[O:27])[CH3:26].N1C=CC=CC=1. The catalyst is C(OCC)(=O)C. The product is [CH3:1][O:2][C:3](=[O:24])[CH2:4][C:5]1[C:14]([CH3:15])=[C:13]([C:16]2[CH:21]=[CH:20][C:19]([NH:22][C:25](=[O:27])[CH3:26])=[CH:18][CH:17]=2)[C:12]2[C:7](=[CH:8][CH:9]=[C:10]([Cl:23])[CH:11]=2)[CH:6]=1. The yield is 0.931. (4) The reactants are Cl.C(N=C=NCCCN(C)C)C.[C:13]1([CH2:19][C:20]([NH:22][C:23]2([C:29]([OH:31])=[O:30])[CH2:28][CH2:27][CH2:26][CH2:25][CH2:24]2)=O)[CH:18]=[CH:17][CH:16]=[CH:15][CH:14]=1. The catalyst is C(Cl)Cl. The product is [C:13]1([CH2:19][C:20]2[O:31][C:29](=[O:30])[C:23]3([CH2:24][CH2:25][CH2:26][CH2:27][CH2:28]3)[N:22]=2)[CH:14]=[CH:15][CH:16]=[CH:17][CH:18]=1. The yield is 0.860. (5) The reactants are [CH2:1]([C:3]1[CH:12]=[C:11]([O:13]C)[C:10]2[C:9](=[O:15])[NH:8][C@H:7]3[CH2:16][N:17]([C:19]([O:21][C:22]([CH3:25])([CH3:24])[CH3:23])=[O:20])[CH2:18][C@@H:6]3[C:5]=2[CH:4]=1)[CH3:2].C(C1C=C(OC)C2C(=O)N[C@@H]3CN(C(OC(C)(C)C)=O)C[C@H]3C=2C=1)C.B(Br)(Br)Br.[OH-].[Na+].C(OC(OC(C)(C)C)=O)(OC(C)(C)C)=O. The catalyst is C(Cl)Cl.Cl. The product is [CH2:1]([C:3]1[CH:12]=[C:11]([OH:13])[C:10]2[C:9](=[O:15])[NH:8][C@H:7]3[CH2:16][N:17]([C:19]([O:21][C:22]([CH3:23])([CH3:25])[CH3:24])=[O:20])[CH2:18][C@@H:6]3[C:5]=2[CH:4]=1)[CH3:2]. The yield is 0.630.